From a dataset of Forward reaction prediction with 1.9M reactions from USPTO patents (1976-2016). Predict the product of the given reaction. (1) Given the reactants [N:1]12[CH2:8][CH2:7][CH:4]([CH2:5][CH2:6]1)[C@@H:3]([O:9][C:10]([C:12]1([C:19]3[CH:24]=[CH:23][CH:22]=[CH:21][CH:20]=3)[CH2:18][CH2:17][CH2:16][CH2:15][CH2:14][CH2:13]1)=[O:11])[CH2:2]2.[Br:25][CH2:26][C:27]([NH:29][C:30]1[N:31]=[N:32][C:33]([CH3:36])=[CH:34][CH:35]=1)=[O:28], predict the reaction product. The product is: [Br-:25].[CH3:36][C:33]1[N:32]=[N:31][C:30]([NH:29][C:27]([CH2:26][N+:1]23[CH2:8][CH2:7][CH:4]([CH2:5][CH2:6]2)[C@@H:3]([O:9][C:10]([C:12]2([C:19]4[CH:20]=[CH:21][CH:22]=[CH:23][CH:24]=4)[CH2:18][CH2:17][CH2:16][CH2:15][CH2:14][CH2:13]2)=[O:11])[CH2:2]3)=[O:28])=[CH:35][CH:34]=1. (2) The product is: [F:12][C:4]1[CH:3]=[C:2]([N:16]2[CH2:17][CH2:18][C@H:14]([OH:13])[C:15]2=[O:19])[CH:10]=[C:9]2[C:5]=1[CH2:6][CH2:7][C:8]2=[O:11]. Given the reactants Br[C:2]1[CH:10]=[C:9]2[C:5]([CH2:6][CH2:7][C:8]2=[O:11])=[C:4]([F:12])[CH:3]=1.[OH:13][C@H:14]1[CH2:18][CH2:17][NH:16][C:15]1=[O:19], predict the reaction product. (3) Given the reactants C1C=CC2N(O)N=NC=2C=1.CCN=C=NCCCN(C)C.Cl.[CH2:23]([O:25][C:26]1[CH:27]=[C:28]([CH:32]=[C:33]([O:41][CH2:42][CH3:43])[C:34]=1[C:35]1[CH:36]=[N:37][N:38]([CH3:40])[CH:39]=1)[C:29]([OH:31])=O)[CH3:24].Cl.[O:45]=[C:46]1[O:50][N:49]=[C:48]([C:51]2[CH:52]=[C:53]3[C:63](=[CH:64][CH:65]=2)[O:62][C:56]2([CH2:61][CH2:60][NH:59][CH2:58][CH2:57]2)[CH2:55][C:54]3=[O:66])[NH:47]1, predict the reaction product. The product is: [CH2:42]([O:41][C:33]1[CH:32]=[C:28]([C:29]([N:59]2[CH2:60][CH2:61][C:56]3([CH2:55][C:54](=[O:66])[C:53]4[C:63](=[CH:64][CH:65]=[C:51]([C:48]5[NH:47][C:46](=[O:45])[O:50][N:49]=5)[CH:52]=4)[O:62]3)[CH2:57][CH2:58]2)=[O:31])[CH:27]=[C:26]([O:25][CH2:23][CH3:24])[C:34]=1[C:35]1[CH:36]=[N:37][N:38]([CH3:40])[CH:39]=1)[CH3:43]. (4) The product is: [Br:1][C:2]1[CH:3]=[C:4]2[C:11]3([C:15](=[O:16])[NH:14][C:13](=[S:33])[NH:12]3)[CH2:10][CH:9]([CH:18]3[CH2:23][CH2:22][CH2:21][O:20][CH2:19]3)[O:8][C:5]2=[CH:6][CH:7]=1. Given the reactants [Br:1][C:2]1[CH:3]=[C:4]2[C:11]3([C:15](=[O:16])[NH:14][C:13](=O)[NH:12]3)[CH2:10][CH:9]([CH:18]3[CH2:23][CH2:22][CH2:21][O:20][CH2:19]3)[O:8][C:5]2=[CH:6][CH:7]=1.COC1C=CC(P2(SP(C3C=CC(OC)=CC=3)(=S)S2)=[S:33])=CC=1, predict the reaction product.